Dataset: Reaction yield outcomes from USPTO patents with 853,638 reactions. Task: Predict the reaction yield, written as a fraction of the theoretical maximum amount of product (1.0 means a 100% yield; for example, 0.34 means a 34% yield). (1) The reactants are CCOC(/N=N/C(OCC)=O)=O.[N+](C1C=CC(C(O)=O)=CC=1)([O-])=O.[F:25][C:26]1[CH:31]=[CH:30][C:29]([F:32])=[CH:28][C:27]=1[C@@:33]1([C@H:36]([OH:38])[CH3:37])[CH2:35][O:34]1.C1(P(C2C=CC=CC=2)C2C=CC=CC=2)C=CC=CC=1. The catalyst is C1COCC1. The product is [F:25][C:26]1[CH:31]=[CH:30][C:29]([F:32])=[CH:28][C:27]=1[C@@:33]1([C@@H:36]([OH:38])[CH3:37])[CH2:35][O:34]1. The yield is 0.530. (2) The reactants are C1CN([P+](ON2N=N[C:20]3[CH:21]=[CH:22][CH:23]=[CH:24][C:19]2=3)(N2CCCC2)N2CCCC2)CC1.F[P-](F)(F)(F)(F)F.CN(C=[O:38])C.[CH3:39][N:40]1[CH2:45][CH2:44]O[CH2:42][CH2:41]1.[NH:46]([CH3:48])[CH3:47].[CH3:49][C:50]([O:53]C)([CH3:52])[CH3:51].[CH3:55][CH2:56][O:57]C(C)=O. The catalyst is CN(C1C=CN=CC=1)C. The product is [C:50]([O:53][C:39]([N:40]1[CH2:41][CH2:42][C:55]([C:56](=[O:57])[N:46]([CH3:48])[CH3:47])([C:19]2[CH:20]=[CH:21][CH:22]=[CH:23][CH:24]=2)[CH2:44][CH2:45]1)=[O:38])([CH3:49])([CH3:51])[CH3:52]. The yield is 0.900. (3) The yield is 0.270. The catalyst is CCOC(C)=O. The reactants are F[C:2]1[CH:3]=[CH:4][C:5]([N+:14]([O-:16])=[O:15])=[C:6]([N:8]2[CH2:13][CH2:12][CH2:11][CH2:10][CH2:9]2)[CH:7]=1.[C-]#N.[Na+].CCO.[CH3:23][N:24](C=O)[CH3:25]. The product is [CH3:23][N:24]([CH3:25])[C:2]1[CH:3]=[CH:4][C:5]([N+:14]([O-:16])=[O:15])=[C:6]([N:8]2[CH2:13][CH2:12][CH2:11][CH2:10][CH2:9]2)[CH:7]=1. (4) The reactants are [CH:1]1[C:10]2[C:5](=[C:6](B(O)O)[CH:7]=[CH:8][CH:9]=2)[CH:4]=[CH:3][N:2]=1.FC(F)(F)S(O[C:20]1[C@@:24]2([CH3:42])[CH2:25][CH2:26][C@H:27]3[C@H:36]([C@@H:23]2[CH2:22][CH:21]=1)[CH2:35][CH:34]=[C:33]1[C@:28]3([CH3:41])[CH2:29][CH2:30][C:31](=[O:40])[N:32]1[CH:37]1[CH2:39][CH2:38]1)(=O)=O. The catalyst is O1CCOCC1.Cl[Pd](Cl)([P](C1C=CC=CC=1)(C1C=CC=CC=1)C1C=CC=CC=1)[P](C1C=CC=CC=1)(C1C=CC=CC=1)C1C=CC=CC=1. The product is [CH:37]1([N:32]2[C:33]3[C@@:28]([CH3:41])([C@H:27]4[CH2:26][CH2:25][C@@:24]5([CH3:42])[C@@H:23]([CH2:22][CH:21]=[C:20]5[C:6]5[CH:7]=[CH:8][CH:9]=[C:10]6[C:5]=5[CH:4]=[CH:3][N:2]=[CH:1]6)[C@@H:36]4[CH2:35][CH:34]=3)[CH2:29][CH2:30][C:31]2=[O:40])[CH2:39][CH2:38]1. The yield is 0.340. (5) The reactants are [CH2:1](N(CC)CC)C.[CH2:8]=[C:9]([C:14]([O:17]S(F)(=O)=O)([F:16])[F:15])[C:10]([F:13])([F:12])[F:11].O. The catalyst is CO. The product is [F:15][C:14]([F:16])([O:17][CH3:1])[C:9]([C:10]([F:13])([F:12])[F:11])=[CH2:8]. The yield is 0.500. (6) The reactants are [CH3:1][N:2]1[C:6]([C:7]2(O)[CH2:13][CH2:12][CH:11]=[CH:10][CH2:9][CH2:8]2)=[C:5]([N+:15]([O-:17])=[O:16])[CH:4]=[N:3]1.COCCN(S(F)(F)[F:28])CCOC.C([O-])(O)=O.[Na+]. The catalyst is C(Cl)Cl.C1COCC1. The product is [F:28][C:7]1([C:6]2[N:2]([CH3:1])[N:3]=[CH:4][C:5]=2[N+:15]([O-:17])=[O:16])[CH2:13][CH2:12][CH:11]=[CH:10][CH2:9][CH2:8]1. The yield is 0.450. (7) The yield is 0.664. The reactants are Br[CH2:2][C:3]1[C:7]([C:8]#[N:9])=[C:6]([N:10]2[CH2:15][CH2:14][O:13][CH2:12][CH2:11]2)[S:5][C:4]=1[C:16]([O:18][CH3:19])=[O:17].[CH:20]1[C:29]2[C:24](=[CH:25][CH:26]=[C:27](B(O)O)[CH:28]=2)[CH:23]=[CH:22][N:21]=1.C(=O)([O-])[O-].[Cs+].[Cs+].O1CCOCC1.O. The catalyst is C1C=CC([P]([Pd]([P](C2C=CC=CC=2)(C2C=CC=CC=2)C2C=CC=CC=2)([P](C2C=CC=CC=2)(C2C=CC=CC=2)C2C=CC=CC=2)[P](C2C=CC=CC=2)(C2C=CC=CC=2)C2C=CC=CC=2)(C2C=CC=CC=2)C2C=CC=CC=2)=CC=1. The product is [C:8]([C:7]1[C:3]([CH2:2][C:27]2[CH:28]=[C:29]3[C:24]([CH:23]=[CH:22][N:21]=[CH:20]3)=[CH:25][CH:26]=2)=[C:4]([C:16]([O:18][CH3:19])=[O:17])[S:5][C:6]=1[N:10]1[CH2:15][CH2:14][O:13][CH2:12][CH2:11]1)#[N:9]. (8) The reactants are [Cl:1][C:2]1[CH:7]=[CH:6][C:5]([Cl:8])=[CH:4][C:3]=1[O:9][CH:10]([C:15]1[CH:20]=[CH:19][CH:18]=[CH:17][CH:16]=1)[CH2:11][CH2:12][CH2:13]Cl.[C:21]([O:25][C:26]([N:28]1[CH2:33][CH2:32][NH:31][CH2:30][CH2:29]1)=[O:27])([CH3:24])([CH3:23])[CH3:22].[I-].[K+].O. The catalyst is CN1CCCC1. The product is [Cl:1][C:2]1[CH:7]=[CH:6][C:5]([Cl:8])=[CH:4][C:3]=1[O:9][CH:10]([C:15]1[CH:20]=[CH:19][CH:18]=[CH:17][CH:16]=1)[CH2:11][CH2:12][CH2:13][N:31]1[CH2:30][CH2:29][N:28]([C:26]([O:25][C:21]([CH3:24])([CH3:23])[CH3:22])=[O:27])[CH2:33][CH2:32]1. The yield is 0.700. (9) The reactants are [NH2:1][C:2]1[CH:3]=[N:4][CH:5]=[CH:6][C:7]=1[C:8]1[CH2:13][C:12]([CH3:15])([CH3:14])[CH2:11][CH:10]([N:16]2[C:24](=[O:25])[C:23]3[C:18](=[CH:19][CH:20]=[CH:21][CH:22]=3)[C:17]2=[O:26])[CH:9]=1.[H][H]. The catalyst is C(O)(=O)C.[Pd]. The product is [NH2:1][C:2]1[CH:3]=[N:4][CH:5]=[CH:6][C:7]=1[CH:8]1[CH2:9][CH:10]([N:16]2[C:17](=[O:26])[C:18]3[C:23](=[CH:22][CH:21]=[CH:20][CH:19]=3)[C:24]2=[O:25])[CH2:11][C:12]([CH3:15])([CH3:14])[CH2:13]1. The yield is 0.530. (10) The reactants are [Br:1][C:2]1[C:3]([C:8]([OH:10])=O)=[N:4][N:5]([CH3:7])[CH:6]=1.F[B-](F)(F)F.[N:16]1([O:25][C:26](N(C)C)=[N+](C)C)[C:20]2C=CC=CC=2N=N1.CNOC. The catalyst is C(N(CC)C(C)C)(C)C.CN(C)C=O. The product is [Br:1][C:2]1[C:3]([C:8]([N:16]([O:25][CH3:26])[CH3:20])=[O:10])=[N:4][N:5]([CH3:7])[CH:6]=1. The yield is 0.970.